This data is from Reaction yield outcomes from USPTO patents with 853,638 reactions. The task is: Predict the reaction yield, written as a fraction of the theoretical maximum amount of product (1.0 means a 100% yield; for example, 0.34 means a 34% yield). (1) The reactants are [Cl:1][C:2]1[CH:3]=[C:4]([OH:9])[CH:5]=[CH:6][C:7]=1[Cl:8].F[C:11]1[CH:16]=[CH:15][CH:14]=[CH:13][C:12]=1[N+:17]([O-:19])=[O:18].[Cl:20][C:21]1[CH:22]=[C:23]([CH:32]=[CH:33][C:34]=1[Cl:35])[O:24][C:25]1[CH:31]=[CH:30][CH:29]=[CH:28][C:26]=1[NH2:27].[NH2:36][C:37]1[S:38][CH:39]=[CH:40][N:41]=1. No catalyst specified. The product is [Cl:1][C:2]1[CH:3]=[C:4]([CH:5]=[CH:6][C:7]=1[Cl:8])[O:9][C:11]1[CH:16]=[CH:15][CH:14]=[CH:13][C:12]=1[N+:17]([O-:19])=[O:18].[Cl:20][C:21]1[CH:22]=[C:23]([CH:32]=[CH:33][C:34]=1[Cl:35])[O:24][C:25]1[CH:31]=[CH:30][CH:29]=[CH:28][C:26]=1[NH:27][C:4]([NH:36][C:37]1[S:38][CH:39]=[CH:40][N:41]=1)=[O:9]. The yield is 0.810. (2) The reactants are [N:1]1([CH2:10][C:11]2[N:15]3[CH2:16][CH2:17][O:18][C:19]4[CH:24]=[CH:23][C:22](Br)=[CH:21][C:20]=4[C:14]3=[N:13][C:12]=2[C:26]([NH2:28])=[O:27])[C:5]2[CH:6]=[CH:7][CH:8]=[CH:9][C:4]=2[N:3]=[CH:2]1.N1C(C(N)=O)=CN2C=1C1C=CC=CC=1OCC2.N1C2C=CC=CC=2NC=1.[CH3:55][C:56]([OH:60])([C:58]#[CH:59])[CH3:57]. No catalyst specified. The yield is 0.350. The product is [N:1]1([CH2:10][C:11]2[N:15]3[CH2:16][CH2:17][O:18][C:19]4[CH:24]=[CH:23][C:22]([C:59]#[C:58][C:56]([OH:60])([CH3:57])[CH3:55])=[CH:21][C:20]=4[C:14]3=[N:13][C:12]=2[C:26]([NH2:28])=[O:27])[C:5]2[CH:6]=[CH:7][CH:8]=[CH:9][C:4]=2[N:3]=[CH:2]1. (3) The reactants are C(OC([N:8]1[CH2:13][CH2:12][CH:11]([C:14]2[CH:19]=[CH:18][C:17]([NH:20][C:21]([C:23]3[N:27]=[C:26]([Cl:28])[N:25](COCC[Si](C)(C)C)[N:24]=3)=[O:22])=[C:16]([C:37]3[CH2:42][CH2:41][CH2:40][CH2:39][CH:38]=3)[CH:15]=2)[CH2:10][CH2:9]1)=O)(C)(C)C.CCO.[C:46]([OH:52])([C:48]([F:51])([F:50])[F:49])=[O:47]. The catalyst is C(Cl)Cl. The product is [F:49][C:48]([F:51])([F:50])[C:46]([OH:52])=[O:47].[C:37]1([C:16]2[CH:15]=[C:14]([CH:11]3[CH2:10][CH2:9][NH:8][CH2:13][CH2:12]3)[CH:19]=[CH:18][C:17]=2[NH:20][C:21]([C:23]2[N:27]=[C:26]([Cl:28])[NH:25][N:24]=2)=[O:22])[CH2:42][CH2:41][CH2:40][CH2:39][CH:38]=1. The yield is 0.580.